This data is from Full USPTO retrosynthesis dataset with 1.9M reactions from patents (1976-2016). The task is: Predict the reactants needed to synthesize the given product. (1) The reactants are: C([C:4]1[C:9](=[O:10])[CH:8]=[CH:7][C:6](=[O:11])[C:5]=1[CH:12]([CH3:14])[CH3:13])(C)C.[BH4-].[Na+].[CH3:17][C:18]([CH3:20])=O. Given the product [CH:12]([C:5]1[CH:4]=[C:9]([OH:10])[CH:8]=[C:7]([CH:18]([CH3:20])[CH3:17])[C:6]=1[OH:11])([CH3:13])[CH3:14], predict the reactants needed to synthesize it. (2) Given the product [CH3:1][C:2]1[CH:21]=[CH:20][CH:19]=[C:18]([CH3:22])[C:3]=1[CH2:4][O:5][C:6]1[CH:7]=[C:8]([CH2:12][CH:13]([CH3:17])[C:14]([O:16][CH2:35][CH3:36])=[O:15])[CH:9]=[CH:10][CH:11]=1, predict the reactants needed to synthesize it. The reactants are: [CH3:1][C:2]1[CH:21]=[CH:20][CH:19]=[C:18]([CH3:22])[C:3]=1[CH2:4][O:5][C:6]1[CH:7]=[C:8]([CH2:12][CH:13]([CH3:17])[C:14]([OH:16])=[O:15])[CH:9]=[CH:10][CH:11]=1.[Li+].C[Si]([N-][Si](C)(C)C)(C)C.CI.[CH2:35]1COC[CH2:36]1. (3) Given the product [C:18]([N:22]([CH2:23][CH2:24][C:25]([O:27][C:28]([CH3:31])([CH3:30])[CH3:29])=[O:26])[C:1](=[O:3])[C:4]1[CH:11]=[CH:10][C:7]([CH:8]=[O:9])=[CH:6][CH:5]=1)([CH3:21])([CH3:20])[CH3:19], predict the reactants needed to synthesize it. The reactants are: [C:1]([C:4]1[CH:11]=[CH:10][C:7]([CH:8]=[O:9])=[CH:6][CH:5]=1)([OH:3])=O.C(Cl)(=O)C(Cl)=O.[C:18]([NH:22][CH2:23][CH2:24][C:25]([O:27][C:28]([CH3:31])([CH3:30])[CH3:29])=[O:26])([CH3:21])([CH3:20])[CH3:19].C(N(CC)CC)C. (4) Given the product [F:23][C:24]1[CH:29]=[CH:28][C:27]([C:2]2[CH:3]3[O:11][CH:9]([CH:10]=2)[CH:8]2[CH:4]3[C:5](=[O:22])[CH:6]([C:13]3[C:14]([CH3:21])=[CH:15][C:16]([CH3:20])=[CH:17][C:18]=3[CH3:19])[C:7]2=[O:12])=[CH:26][CH:25]=1, predict the reactants needed to synthesize it. The reactants are: Br[C:2]1[CH:3]2[O:11][CH:9]([CH:10]=1)[CH:8]1[CH:4]2[C:5](=[O:22])[CH:6]([C:13]2[C:18]([CH3:19])=[CH:17][C:16]([CH3:20])=[CH:15][C:14]=2[CH3:21])[C:7]1=[O:12].[F:23][C:24]1[CH:29]=[CH:28][C:27](B(O)O)=[CH:26][CH:25]=1.O.C1(P(C2CCCCC2)C2C=CC=CC=2C2C(OC)=CC=C(S([O-])(=O)=O)C=2OC)CCCCC1.[Na+].P([O-])([O-])([O-])=O.[K+].[K+].[K+].Cl. (5) Given the product [ClH:43].[CH3:2][O:19][C:18](=[O:20])[C:17]1[CH:21]=[CH:22][C:14]([CH2:13][O:12][CH2:11][C@@H:10]([NH2:9])[CH2:23][C:24]2[CH:25]=[CH:26][CH:27]=[CH:28][CH:29]=2)=[CH:15][CH:16]=1, predict the reactants needed to synthesize it. The reactants are: F[C:2](F)(F)C([O-])=O.[Na+].[NH2:9][C@@H:10]([CH2:23][C:24]1[CH:29]=[CH:28][CH:27]=[CH:26][CH:25]=1)[CH2:11][O:12][CH2:13][C:14]1[CH:22]=[CH:21][C:17]([C:18]([OH:20])=[O:19])=[CH:16][CH:15]=1.C1(C)C=CC(S([O-])(=O)=O)=CC=1.S(Cl)([Cl:43])=O. (6) Given the product [Cl:1][C:2]1[CH:3]=[CH:4][C:5]([N:8]2[C:11](=[O:24])[C@H:10]([S:25][CH2:26][C:27]3[CH:32]=[CH:31][C:30]([O:33][CH3:34])=[CH:29][CH:28]=3)[C@H:9]2[C:35]2[CH:36]=[CH:37][C:38]([O:39][CH2:40][C:41]([O:43][C:44]([CH3:45])([CH3:46])[CH3:47])=[O:42])=[CH:48][CH:49]=2)=[CH:6][CH:7]=1, predict the reactants needed to synthesize it. The reactants are: [Cl:1][C:2]1[CH:7]=[CH:6][C:5]([NH:8][C@H:9]([C:35]2[CH:49]=[CH:48][C:38]([O:39][CH2:40][C:41]([O:43][C:44]([CH3:47])([CH3:46])[CH3:45])=[O:42])=[CH:37][CH:36]=2)[CH:10]([S:25][CH2:26][C:27]2[CH:32]=[CH:31][C:30]([O:33][CH3:34])=[CH:29][CH:28]=2)[C:11](=[O:24])N2[C@@H](C3C=CC=CC=3)COC2=O)=[CH:4][CH:3]=1.C/C(/O[Si](C)(C)C)=N\[Si](C)(C)C.[F-].C([N+](CCCC)(CCCC)CCCC)CCC. (7) Given the product [F:1][CH:2]([F:10])[C:3]1[N:4]=[C:5]([CH2:8][O:9][C:26]2[CH:27]=[CH:28][N:23]([C:20]3[CH:21]=[CH:22][C:15]4[N:14]=[C:13]([CH2:11][CH3:12])[N:17]([CH3:18])[C:16]=4[CH:19]=3)[C:24](=[O:30])[CH:25]=2)[S:6][CH:7]=1, predict the reactants needed to synthesize it. The reactants are: [F:1][CH:2]([F:10])[C:3]1[N:4]=[C:5]([CH2:8][OH:9])[S:6][CH:7]=1.[CH2:11]([C:13]1[N:17]([CH3:18])[C:16]2[CH:19]=[C:20]([N:23]3[CH:28]=[CH:27][C:26](O)=[CH:25][C:24]3=[O:30])[CH:21]=[CH:22][C:15]=2[N:14]=1)[CH3:12].C1(P(C2C=CC=CC=2)C2C=CC=CC=2)C=CC=CC=1.N(C(OCCOC)=O)=NC(OCCOC)=O.